Dataset: Catalyst prediction with 721,799 reactions and 888 catalyst types from USPTO. Task: Predict which catalyst facilitates the given reaction. The catalyst class is: 686. Reactant: Br[C:2]1[CH:3]=[C:4]2[C:9](=[CH:10][CH:11]=1)[C:8](=[O:12])[NH:7][N:6]=[C:5]2[Cl:13].[CH3:14][N:15]([CH3:25])[CH2:16][CH2:17][CH2:18][N:19]1[CH2:24][CH2:23][NH:22][CH2:21][CH2:20]1.C1C=CC(P(C2C(C3C(P(C4C=CC=CC=4)C4C=CC=CC=4)=CC=C4C=3C=CC=C4)=C3C(C=CC=C3)=CC=2)C2C=CC=CC=2)=CC=1.CC([O-])(C)C.[Na+]. Product: [Cl:13][C:5]1[C:4]2[C:9](=[CH:10][CH:11]=[C:2]([N:22]3[CH2:23][CH2:24][N:19]([CH2:18][CH2:17][CH2:16][N:15]([CH3:14])[CH3:25])[CH2:20][CH2:21]3)[CH:3]=2)[C:8](=[O:12])[NH:7][N:6]=1.